This data is from Forward reaction prediction with 1.9M reactions from USPTO patents (1976-2016). The task is: Predict the product of the given reaction. (1) Given the reactants [C:1]1([S:7]([CH:10]2[CH2:16][CH:15]3[N:17](C(OC(C)(C)C)=O)[CH:12]([CH2:13][CH2:14]3)[CH2:11]2)(=[O:9])=[O:8])[CH:6]=[CH:5][CH:4]=[CH:3][CH:2]=1.CO.[ClH:27], predict the reaction product. The product is: [ClH:27].[C:1]1([S:7]([CH:10]2[CH2:11][CH:12]3[NH:17][CH:15]([CH2:14][CH2:13]3)[CH2:16]2)(=[O:9])=[O:8])[CH:2]=[CH:3][CH:4]=[CH:5][CH:6]=1. (2) Given the reactants C(Cl)(=O)C(Cl)=O.CS(C)=O.[C:11]([C:13]1[CH:17]=[C:16]([CH:18]([OH:22])[CH:19]([CH3:21])[CH3:20])[S:15][CH:14]=1)#[N:12].C(N(CC)CC)C, predict the reaction product. The product is: [C:11]([C:13]1[CH:17]=[C:16]([C:18](=[O:22])[CH:19]([CH3:20])[CH3:21])[S:15][CH:14]=1)#[N:12]. (3) Given the reactants [C:1]1([N:7]([C:21]2[CH:26]=[CH:25][CH:24]=[CH:23][CH:22]=2)[C:8]2[CH:13]=[CH:12][C:11]([NH:14][C:15]3[CH:20]=[CH:19][CH:18]=[CH:17][CH:16]=3)=[CH:10][CH:9]=2)[CH:6]=[CH:5][CH:4]=[CH:3][CH:2]=1.Br[C:28]1[C:37]2[C:32](=[CH:33][CH:34]=[CH:35][CH:36]=2)[C:31](Br)=[CH:30][CH:29]=1.C[C:40]([CH3:43])([O-])[CH3:41].[Na+], predict the reaction product. The product is: [C:1]1([N:7]([C:21]2[CH:26]=[CH:25][CH:24]=[CH:23][CH:22]=2)[C:8]2[CH:13]=[CH:12][C:11]([N:14]([C:28]3[C:37]4[C:32](=[CH:33][CH:34]=[CH:35][CH:36]=4)[C:31]([N:14]([C:41]4[CH:40]=[CH:43][CH:20]=[CH:15][CH:16]=4)[C:11]4[CH:12]=[CH:13][C:8]([N:7]([C:21]5[CH:22]=[CH:23][CH:24]=[CH:25][CH:26]=5)[C:1]5[CH:6]=[CH:5][CH:4]=[CH:3][CH:2]=5)=[CH:9][CH:10]=4)=[CH:30][CH:29]=3)[C:15]3[CH:20]=[CH:19][CH:18]=[CH:17][CH:16]=3)=[CH:10][CH:9]=2)[CH:6]=[CH:5][CH:4]=[CH:3][CH:2]=1.